Dataset: Reaction yield outcomes from USPTO patents with 853,638 reactions. Task: Predict the reaction yield, written as a fraction of the theoretical maximum amount of product (1.0 means a 100% yield; for example, 0.34 means a 34% yield). (1) The reactants are P(Cl)(Cl)(Cl)=O.[CH3:6][C:7]1[C:11]2[C:12](=[O:24])[N:13]([CH2:16][CH2:17][N:18]3[CH2:23][CH2:22][O:21][CH2:20][CH2:19]3)[CH2:14][CH2:15][C:10]=2[NH:9][CH:8]=1.O.[OH-].[Na+].CN(C)[CH:30]=[O:31]. No catalyst specified. The product is [CH3:6][C:7]1[C:11]2[C:12](=[O:24])[N:13]([CH2:16][CH2:17][N:18]3[CH2:19][CH2:20][O:21][CH2:22][CH2:23]3)[CH2:14][CH2:15][C:10]=2[NH:9][C:8]=1[CH:30]=[O:31]. The yield is 0.175. (2) The reactants are [CH3:1][C:2]1([CH3:14])[C:6]([CH3:8])([CH3:7])[O:5][B:4]([C:9]2[CH:10]=[N:11][NH:12][CH:13]=2)[O:3]1.[CH:15]1([CH:18]=[CH:19][C:20]#[N:21])[CH2:17][CH2:16]1.C1CCN2C(=NCCC2)CC1. The catalyst is CC#N. The product is [CH:15]1([CH:18]([N:12]2[CH:13]=[C:9]([B:4]3[O:5][C:6]([CH3:7])([CH3:8])[C:2]([CH3:14])([CH3:1])[O:3]3)[CH:10]=[N:11]2)[CH2:19][C:20]#[N:21])[CH2:17][CH2:16]1. The yield is 0.688. (3) The reactants are Cl.Cl.[CH3:3][C:4]1[C:14]2[O:13][CH2:12][CH2:11][NH:10][CH2:9][C:8]=2[CH:7]=[C:6]([C:15]2[S:19][C:18]([NH2:20])=[N:17][N:16]=2)[CH:5]=1.[Cl:21][C:22]1[C:27]([CH:28]([CH3:30])[CH3:29])=[C:26]([CH3:31])[N:25]=[C:24]([NH2:32])[N:23]=1.C(N(CC)C(C)C)(C)C.C(O)(=O)C. The catalyst is CN1CCCC1=O.CO.O. The product is [ClH:21].[NH2:20][C:18]1[S:19][C:15]([C:6]2[CH:5]=[C:4]([CH3:3])[C:14]3[O:13][CH2:12][CH2:11][N:10]([C:22]4[C:27]([CH:28]([CH3:29])[CH3:30])=[C:26]([CH3:31])[N:25]=[C:24]([NH2:32])[N:23]=4)[CH2:9][C:8]=3[CH:7]=2)=[N:16][N:17]=1. The yield is 0.270. (4) The reactants are [CH:1]1([NH:4][C:5](=[O:43])[NH:6][C:7]2[CH:41]=[CH:40][C:10]([O:11][C:12]3[CH:17]=[CH:16][N:15]=[C:14]4[CH:18]=[C:19]([C:21]5[N:22]([CH3:39])[C:23]([CH2:26][N:27]([CH2:35][CH2:36][O:37][CH3:38])C(=O)OC(C)(C)C)=[CH:24][N:25]=5)[S:20][C:13]=34)=[C:9]([F:42])[CH:8]=2)[CH2:3][CH2:2]1.Cl.O1CCOCC1. The catalyst is C(Cl)Cl.O.C([O-])(O)=O.[Na+]. The product is [CH:1]1([NH:4][C:5]([NH:6][C:7]2[CH:41]=[CH:40][C:10]([O:11][C:12]3[CH:17]=[CH:16][N:15]=[C:14]4[CH:18]=[C:19]([C:21]5[N:22]([CH3:39])[C:23]([CH2:26][NH:27][CH2:35][CH2:36][O:37][CH3:38])=[CH:24][N:25]=5)[S:20][C:13]=34)=[C:9]([F:42])[CH:8]=2)=[O:43])[CH2:3][CH2:2]1. The yield is 0.590. (5) The reactants are C([O:3][CH:4](OCC)[CH2:5][O:6][C:7]1[CH:12]=[CH:11][CH:10]=[CH:9][CH:8]=1)C.C(O)(=O)C.Cl. The catalyst is C(O)C. The product is [O:6]([CH2:5][CH:4]=[O:3])[C:7]1[CH:12]=[CH:11][CH:10]=[CH:9][CH:8]=1. The yield is 1.00. (6) The reactants are N[C:2]1[S:3][C:4]2[CH:10]=[C:9]([Cl:11])[CH:8]=[CH:7][C:5]=2[N:6]=1.N([O-])=O.[Na+].[Na+].[Cl-:17].CCOCC. The catalyst is OP(O)(O)=O.O.[O-]S([O-])(=O)=O.[Cu+2].[Cu](Cl)Cl. The product is [Cl:17][C:2]1[S:3][C:4]2[CH:10]=[C:9]([Cl:11])[CH:8]=[CH:7][C:5]=2[N:6]=1. The yield is 0.480. (7) The reactants are [CH3:1][C:2]1([CH3:37])[N:6]([S:7]([C:10]2[CH:15]=[CH:14][CH:13]=[CH:12][CH:11]=2)(=[O:9])=[O:8])[CH2:5][CH:4]([CH2:16][N:17]2[C:25]3[C:20](=[CH:21][C:22]([C:26]4[CH:27]=[N:28][N:29](C5CCCCO5)[CH:30]=4)=[CH:23][CH:24]=3)[CH:19]=[N:18]2)[CH2:3]1.C1(C)C=CC(S(O)(=O)=O)=CC=1.C(=O)(O)[O-].[Na+]. The catalyst is CO.ClCCl. The product is [CH3:1][C:2]1([CH3:37])[N:6]([S:7]([C:10]2[CH:15]=[CH:14][CH:13]=[CH:12][CH:11]=2)(=[O:8])=[O:9])[CH2:5][CH:4]([CH2:16][N:17]2[C:25]3[C:20](=[CH:21][C:22]([C:26]4[CH:27]=[N:28][NH:29][CH:30]=4)=[CH:23][CH:24]=3)[CH:19]=[N:18]2)[CH2:3]1. The yield is 0.920. (8) The reactants are [C:1]([O:5][C:6]([N:8]1[CH2:13][CH2:12][N:11]([CH:14]([CH3:18])[C:15](O)=[O:16])[CH2:10][CH2:9]1)=[O:7])([CH3:4])([CH3:3])[CH3:2]. The catalyst is C1COCC1. The product is [OH:16][CH2:15][CH:14]([N:11]1[CH2:12][CH2:13][N:8]([C:6]([O:5][C:1]([CH3:2])([CH3:4])[CH3:3])=[O:7])[CH2:9][CH2:10]1)[CH3:18]. The yield is 0.332. (9) The reactants are Cl[CH:2]([C:30]1[CH:35]=[CH:34][CH:33]=[CH:32][CH:31]=1)[C:3]([N:5]([CH2:15][C:16]1([OH:29])[CH2:21][CH2:20][N:19]([C:22]([O:24][C:25]([CH3:28])([CH3:27])[CH3:26])=[O:23])[CH2:18][CH2:17]1)[CH2:6][C:7]1[CH:12]=[CH:11][C:10]([O:13][CH3:14])=[CH:9][CH:8]=1)=[O:4].[H-].[Na+]. The catalyst is CN(C=O)C.O. The product is [CH3:14][O:13][C:10]1[CH:9]=[CH:8][C:7]([CH2:6][N:5]2[CH2:15][C:16]3([CH2:17][CH2:18][N:19]([C:22]([O:24][C:25]([CH3:28])([CH3:27])[CH3:26])=[O:23])[CH2:20][CH2:21]3)[O:29][CH:2]([C:30]3[CH:31]=[CH:32][CH:33]=[CH:34][CH:35]=3)[C:3]2=[O:4])=[CH:12][CH:11]=1. The yield is 0.720. (10) The product is [F:1][C:2]1[C:15]([NH:16][CH2:17][C:18]2[CH:23]=[C:22]([C:24]3[CH:29]=[CH:28][CH:27]=[C:26]([F:30])[CH:25]=3)[CH:21]=[CH:20][C:19]=2[F:31])=[C:14]([F:32])[CH:13]=[CH:12][C:3]=1[O:4][CH2:5][C:6]([NH2:33])=[O:7]. The yield is 0.360. The reactants are [F:1][C:2]1[C:15]([NH:16][CH2:17][C:18]2[CH:23]=[C:22]([C:24]3[CH:29]=[CH:28][CH:27]=[C:26]([F:30])[CH:25]=3)[CH:21]=[CH:20][C:19]=2[F:31])=[C:14]([F:32])[CH:13]=[CH:12][C:3]=1[O:4][CH2:5][C:6](OC(C)C)=[O:7].[NH3:33]. The catalyst is O1CCOCC1.